From a dataset of NCI-60 drug combinations with 297,098 pairs across 59 cell lines. Regression. Given two drug SMILES strings and cell line genomic features, predict the synergy score measuring deviation from expected non-interaction effect. (1) Drug 1: COCCOC1=C(C=C2C(=C1)C(=NC=N2)NC3=CC=CC(=C3)C#C)OCCOC.Cl. Drug 2: B(C(CC(C)C)NC(=O)C(CC1=CC=CC=C1)NC(=O)C2=NC=CN=C2)(O)O. Cell line: SNB-19. Synergy scores: CSS=35.7, Synergy_ZIP=48.2, Synergy_Bliss=48.3, Synergy_Loewe=47.1, Synergy_HSA=47.7. (2) Drug 1: CCCS(=O)(=O)NC1=C(C(=C(C=C1)F)C(=O)C2=CNC3=C2C=C(C=N3)C4=CC=C(C=C4)Cl)F. Synergy scores: CSS=-0.0125, Synergy_ZIP=0.594, Synergy_Bliss=1.04, Synergy_Loewe=-1.60, Synergy_HSA=-1.75. Drug 2: COC1=NC(=NC2=C1N=CN2C3C(C(C(O3)CO)O)O)N. Cell line: HOP-62. (3) Drug 1: CC12CCC3C(C1CCC2O)C(CC4=C3C=CC(=C4)O)CCCCCCCCCS(=O)CCCC(C(F)(F)F)(F)F. Drug 2: COC1=NC(=NC2=C1N=CN2C3C(C(C(O3)CO)O)O)N. Cell line: OVCAR3. Synergy scores: CSS=-6.08, Synergy_ZIP=4.15, Synergy_Bliss=1.32, Synergy_Loewe=1.88, Synergy_HSA=-6.55. (4) Drug 1: C1CC(=O)NC(=O)C1N2CC3=C(C2=O)C=CC=C3N. Drug 2: CC1=C2C(C(=O)C3(C(CC4C(C3C(C(C2(C)C)(CC1OC(=O)C(C(C5=CC=CC=C5)NC(=O)C6=CC=CC=C6)O)O)OC(=O)C7=CC=CC=C7)(CO4)OC(=O)C)O)C)OC(=O)C. Cell line: COLO 205. Synergy scores: CSS=19.7, Synergy_ZIP=0.0387, Synergy_Bliss=-5.06, Synergy_Loewe=-41.3, Synergy_HSA=-6.39. (5) Drug 1: CN(C)N=NC1=C(NC=N1)C(=O)N. Cell line: MALME-3M. Synergy scores: CSS=9.67, Synergy_ZIP=-2.21, Synergy_Bliss=6.73, Synergy_Loewe=-2.36, Synergy_HSA=3.30. Drug 2: C1=CC(=CC=C1CC(C(=O)O)N)N(CCCl)CCCl.Cl. (6) Drug 1: CC1=C(C=C(C=C1)NC(=O)C2=CC=C(C=C2)CN3CCN(CC3)C)NC4=NC=CC(=N4)C5=CN=CC=C5. Drug 2: CC=C1C(=O)NC(C(=O)OC2CC(=O)NC(C(=O)NC(CSSCCC=C2)C(=O)N1)C(C)C)C(C)C. Cell line: KM12. Synergy scores: CSS=27.3, Synergy_ZIP=3.49, Synergy_Bliss=5.15, Synergy_Loewe=-59.3, Synergy_HSA=-1.02. (7) Drug 1: C1CCC(C(C1)N)N.C(=O)(C(=O)[O-])[O-].[Pt+4]. Drug 2: C(CN)CNCCSP(=O)(O)O. Cell line: OVCAR-5. Synergy scores: CSS=29.8, Synergy_ZIP=3.64, Synergy_Bliss=5.61, Synergy_Loewe=-24.4, Synergy_HSA=3.15.